From a dataset of Forward reaction prediction with 1.9M reactions from USPTO patents (1976-2016). Predict the product of the given reaction. (1) Given the reactants [CH2:1]1[CH2:10][O:9][C:8]2[CH:7]=[CH:6][C:5]([NH:11][C:12]3[N:17]=[C:16]([NH:18][C:19]4[CH:24]=[CH:23][C:22]5[O:25][CH2:26][CH2:27][O:28][C:21]=5[CH:20]=4)[C:15]([C:29]4[CH:34]=[CH:33][CH:32]=[CH:31][CH:30]=4)=[CH:14][N:13]=3)=[CH:4][C:3]=2[O:2]1.C1COC2C=CC(NC3N=C(NC4C=CC5OCCOC=5C=4)C(Br)=CN=3)=CC=2[O:36]1.OC1C=CC(B(O)O)=CC=1, predict the reaction product. The product is: [CH2:1]1[CH2:10][O:9][C:8]2[CH:7]=[CH:6][C:5]([NH:11][C:12]3[N:17]=[C:16]([NH:18][C:19]4[CH:24]=[CH:23][C:22]5[O:25][CH2:26][CH2:27][O:28][C:21]=5[CH:20]=4)[C:15]([C:29]4[CH:34]=[CH:33][C:32]([OH:36])=[CH:31][CH:30]=4)=[CH:14][N:13]=3)=[CH:4][C:3]=2[O:2]1. (2) Given the reactants [CH2:1]([C:8]1[CH:9]=[C:10]([CH:13]=[C:14]([Br:16])[CH:15]=1)[CH:11]=[O:12])[C:2]1[CH:7]=[CH:6][CH:5]=[CH:4][CH:3]=1.[BH4-].[Na+], predict the reaction product. The product is: [CH2:1]([C:8]1[CH:9]=[C:10]([CH:13]=[C:14]([Br:16])[CH:15]=1)[CH2:11][OH:12])[C:2]1[CH:3]=[CH:4][CH:5]=[CH:6][CH:7]=1. (3) The product is: [CH3:31][N:15]([C:16]1[CH:21]=[CH:20][N:19]=[C:18]([NH:22][CH2:23][CH2:24][C:25]2[CH:30]=[CH:29][CH:28]=[CH:27][CH:26]=2)[N:17]=1)[C:12]1[CH:11]=[C:10]([C:32]2[CH:33]=[CH:34][CH:35]=[CH:36][CH:37]=2)[C:9](=[O:8])[NH:14][CH:13]=1. Given the reactants C([O:8][C:9]1[N:14]=[CH:13][C:12]([N:15]([CH3:31])[C:16]2[CH:21]=[CH:20][N:19]=[C:18]([NH:22][CH2:23][CH2:24][C:25]3[CH:30]=[CH:29][CH:28]=[CH:27][CH:26]=3)[N:17]=2)=[CH:11][C:10]=1[C:32]1[CH:37]=[CH:36][CH:35]=[CH:34][CH:33]=1)C1C=CC=CC=1.Cl, predict the reaction product. (4) Given the reactants [CH3:1][C:2]([O-:4])=[O:3].[Na+].BrC1[CH:12]=[CH:11][C:10]2[C:13]3[C:14]([NH:22][CH2:23][C:24]4[CH:29]=[CH:28][C:27]([O:30][CH3:31])=[CH:26][CH:25]=4)=[N:15][CH:16]=[C:17]([C:20]#[N:21])[C:18]=3[S:19][C:9]=2[CH:8]=1.[CH3:32]N(C=O)C.[C]=O, predict the reaction product. The product is: [C:20]([C:17]1[C:18]2[S:19][C:9]3[CH:8]=[C:1]([C:2]([O:4][CH3:32])=[O:3])[CH:12]=[CH:11][C:10]=3[C:13]=2[C:14]([NH:22][CH2:23][C:24]2[CH:25]=[CH:26][C:27]([O:30][CH3:31])=[CH:28][CH:29]=2)=[N:15][CH:16]=1)#[N:21]. (5) Given the reactants [C:1]([C:5]1[CH:12]=[CH:11][C:8]([CH:9]=O)=[CH:7][CH:6]=1)([CH3:4])([CH3:3])[CH3:2].[CH2:13]([NH2:17])[CH2:14][CH2:15][CH3:16].[BH4-].[Na+], predict the reaction product. The product is: [CH2:13]([NH:17][CH2:9][C:8]1[CH:11]=[CH:12][C:5]([C:1]([CH3:4])([CH3:3])[CH3:2])=[CH:6][CH:7]=1)[CH2:14][CH2:15][CH3:16]. (6) Given the reactants [CH2:1]([N:8]1[CH:12]=[CH:11][N:10]=[C:9]1[CH:13]1[CH:22]([C:23]2[CH:28]=[CH:27][C:26]([F:29])=[CH:25][CH:24]=2)[C:21](=O)[C:20]2[C:19]([C:31]([O:33]CC)=O)=[CH:18][CH:17]=[CH:16][C:15]=2[NH:14]1)[C:2]1[CH:7]=[CH:6][CH:5]=[CH:4][CH:3]=1.O.[NH2:37][NH2:38], predict the reaction product. The product is: [CH2:1]([N:8]1[CH:12]=[CH:11][N:10]=[C:9]1[CH:13]1[NH:14][C:15]2[C:20]3[C:21](=[N:37][NH:38][C:31](=[O:33])[C:19]=3[CH:18]=[CH:17][CH:16]=2)[CH:22]1[C:23]1[CH:24]=[CH:25][C:26]([F:29])=[CH:27][CH:28]=1)[C:2]1[CH:7]=[CH:6][CH:5]=[CH:4][CH:3]=1. (7) Given the reactants [F:1][C:2]([C:5]1[N:6]=[C:7]([CH2:10][N:11]2[N:15]=[C:14]([NH2:16])[CH:13]=[N:12]2)[O:8][CH:9]=1)([F:4])[CH3:3].[CH3:17][N:18]([CH3:34])[C:19]1[CH:20]=[C:21]([C:26]2[O:30][CH:29]=[N:28][C:27]=2[C:31](O)=[O:32])[CH:22]=[CH:23][C:24]=1[F:25], predict the reaction product. The product is: [F:1][C:2]([C:5]1[N:6]=[C:7]([CH2:10][N:11]2[N:15]=[C:14]([NH:16][C:31]([C:27]3[N:28]=[CH:29][O:30][C:26]=3[C:21]3[CH:22]=[CH:23][C:24]([F:25])=[C:19]([N:18]([CH3:34])[CH3:17])[CH:20]=3)=[O:32])[CH:13]=[N:12]2)[O:8][CH:9]=1)([F:4])[CH3:3].